This data is from Catalyst prediction with 721,799 reactions and 888 catalyst types from USPTO. The task is: Predict which catalyst facilitates the given reaction. (1) Reactant: [CH3:1][C:2]1[CH:3]=[C:4]2[C:8](=[CH:9][C:10]=1[CH3:11])[C:7](=O)[N:6]([C:13]1[CH:14]=[N:15][CH:16]=[CH:17][CH:18]=1)[CH:5]2[CH2:19][C:20]([O:22][CH2:23][CH3:24])=[O:21].COC1C=CC(P2(=S)SP(=S)(C3C=CC(OC)=CC=3)[S:34]2)=CC=1. Product: [CH3:1][C:2]1[CH:3]=[C:4]2[C:8](=[CH:9][C:10]=1[CH3:11])[C:7](=[S:34])[N:6]([C:13]1[CH:14]=[N:15][CH:16]=[CH:17][CH:18]=1)[CH:5]2[CH2:19][C:20]([O:22][CH2:23][CH3:24])=[O:21]. The catalyst class is: 11. (2) Reactant: Br[C:2]1[CH:3]=[C:4]([N:22]([C@H:25]2[CH2:30][CH2:29][C@H:28]([N:31]([CH3:33])[CH3:32])[CH2:27][CH2:26]2)[CH2:23][CH3:24])[C:5]([CH3:21])=[C:6]([CH:20]=1)[C:7]([NH:9][CH2:10][C:11]1[C:16](=[O:17])[CH:15]=[C:14]([CH3:18])[NH:13][C:12]=1[CH3:19])=[O:8].CC1(C)C(C)(C)OB([C:42]2[CH:54]=[CH:53][C:45]([CH2:46][N:47]3[CH2:52][CH2:51][O:50][CH2:49][CH2:48]3)=[CH:44][CH:43]=2)O1.C([O-])([O-])=O.[Na+].[Na+]. Product: [CH3:19][C:12]1[NH:13][C:14]([CH3:18])=[CH:15][C:16](=[O:17])[C:11]=1[CH2:10][NH:9][C:7]([C:6]1[CH:20]=[C:2]([C:42]2[CH:43]=[CH:44][C:45]([CH2:46][N:47]3[CH2:52][CH2:51][O:50][CH2:49][CH2:48]3)=[CH:53][CH:54]=2)[CH:3]=[C:4]([N:22]([C@H:25]2[CH2:30][CH2:29][C@H:28]([N:31]([CH3:33])[CH3:32])[CH2:27][CH2:26]2)[CH2:23][CH3:24])[C:5]=1[CH3:21])=[O:8]. The catalyst class is: 70. (3) Product: [O:21]=[C:15]1[CH:14]([N:7]2[C:6](=[O:22])[C:5]3[C:9](=[CH:10][CH:11]=[CH:12][C:4]=3[CH2:3][NH:2][C:52](=[O:53])[CH:51]=[C:46]3[CH:47]=[CH:48][CH:49]=[CH:50][NH:45]3)[C:8]2=[O:13])[CH2:19][CH2:18][C:17](=[O:20])[NH:16]1. Reactant: Cl.[NH2:2][CH2:3][C:4]1[CH:12]=[CH:11][CH:10]=[C:9]2[C:5]=1[C:6](=[O:22])[N:7]([CH:14]1[CH2:19][CH2:18][C:17](=[O:20])[NH:16][C:15]1=[O:21])[C:8]2=[O:13].N12CCCN=C1CCCCC2.ON1C2C=CC=CC=2N=N1.Cl.[N:45]1[CH:50]=[CH:49][CH:48]=[CH:47][C:46]=1[CH2:51][C:52](O)=[O:53].Cl.CN(C)CCCN=C=NCC. The catalyst class is: 10. (4) Reactant: [N:1]1([C:7]2[S:8]/[C:9](=[CH:13]\[C:14]3[CH:19]=[CH:18][C:17]([F:20])=[CH:16][C:15]=3[OH:21])/[C:10](=[O:12])[N:11]=2)[CH2:6][CH2:5][CH2:4][CH2:3][NH:2]1.[N:22]([C@H:25]([CH:33]([CH3:35])[CH3:34])[C:26]([O:28][C:29]([CH3:32])([CH3:31])[CH3:30])=[O:27])=[C:23]=[O:24]. Product: [C:29]([O:28][C:26](=[O:27])[C@H:25]([NH:22][C:23]([O:21][C:15]1[CH:16]=[C:17]([F:20])[CH:18]=[CH:19][C:14]=1/[CH:13]=[C:9]1\[C:10](=[O:12])[N:11]=[C:7]([N:1]2[CH2:6][CH2:5][CH2:4][CH2:3][NH:2]2)[S:8]\1)=[O:24])[CH:33]([CH3:34])[CH3:35])([CH3:31])([CH3:32])[CH3:30]. The catalyst class is: 1. (5) Reactant: C[Al](C)C.[CH3:5][O:6][CH2:7][O:8][CH2:9][C:10]1[CH:11]=[C:12]([CH:16]2[O:18][CH:17]2[CH2:19][CH2:20][C:21]#[N:22])[CH:13]=[CH:14][CH:15]=1.C[Si](C)(C)N[Si](C)(C)C.[Li].[Cl-].[NH4+]. Product: [OH:18][CH:16]([C:12]1[CH:13]=[CH:14][CH:15]=[C:10]([CH2:9][O:8][CH2:7][O:6][CH3:5])[CH:11]=1)[CH:17]1[CH2:19][CH:20]1[C:21]#[N:22]. The catalyst class is: 247. (6) Reactant: [CH3:1][O:2][C:3]([C:5]1[S:6][C:7]([C:16]#[C:17][C:18]([CH3:21])([CH3:20])[CH3:19])=[CH:8][C:9]=1[NH:10][C@@H:11]([CH3:15])[CH2:12][CH2:13][OH:14])=[O:4].[CH3:22][C@H:23]1[CH2:28][CH2:27][C@H:26]([C:29](Cl)=[O:30])[CH2:25][CH2:24]1. Product: [CH3:1][O:2][C:3]([C:5]1[S:6][C:7]([C:16]#[C:17][C:18]([CH3:20])([CH3:19])[CH3:21])=[CH:8][C:9]=1[N:10]([C:29]([C@H:26]1[CH2:27][CH2:28][C@H:23]([CH3:22])[CH2:24][CH2:25]1)=[O:30])[C@@H:11]([CH3:15])[CH2:12][CH2:13][O:14][C:29]([C@H:26]1[CH2:27][CH2:28][C@H:23]([CH3:22])[CH2:24][CH2:25]1)=[O:30])=[O:4]. The catalyst class is: 17. (7) Reactant: Cl.[CH3:2][C:3]1[C:4]2[C:5]3[CH2:17][O:16][CH:15]([CH:18]4[CH2:23][CH2:22][NH:21][CH2:20][CH2:19]4)[CH2:14][C:6]=3[O:7][C:8](=[O:13])[C:9]=2[CH:10]=[CH:11][CH:12]=1.Br[CH2:25][CH2:26][O:27][CH3:28].C(=O)([O-])[O-].[K+].[K+]. Product: [CH3:28][O:27][CH2:26][CH2:25][N:21]1[CH2:22][CH2:23][CH:18]([CH:15]2[O:16][CH2:17][C:5]3[C:4]4[C:3]([CH3:2])=[CH:12][CH:11]=[CH:10][C:9]=4[C:8](=[O:13])[O:7][C:6]=3[CH2:14]2)[CH2:19][CH2:20]1. The catalyst class is: 18.